This data is from Full USPTO retrosynthesis dataset with 1.9M reactions from patents (1976-2016). The task is: Predict the reactants needed to synthesize the given product. (1) The reactants are: [Br:1]Br.[CH3:3][O:4][C:5]1[CH:10]=[CH:9][C:8]([C:11]2[S:15][C:14]([C:16]([N:18]3[CH2:23][CH2:22][CH2:21][CH2:20][CH2:19]3)=[O:17])=[N:13][C:12]=2[CH3:24])=[CH:7][CH:6]=1. Given the product [Br:1][C:6]1[CH:7]=[C:8]([C:11]2[S:15][C:14]([C:16]([N:18]3[CH2:23][CH2:22][CH2:21][CH2:20][CH2:19]3)=[O:17])=[N:13][C:12]=2[CH3:24])[CH:9]=[CH:10][C:5]=1[O:4][CH3:3], predict the reactants needed to synthesize it. (2) Given the product [OH:2][CH2:3][C:5]1[N:6]([CH:10]2[C:19]3[C:14](=[CH:15][CH:16]=[CH:17][CH:18]=3)[C:13](=[O:20])[N:12]([CH3:21])[C:11]2([CH3:23])[CH3:22])[CH:7]=[N:8][CH:9]=1, predict the reactants needed to synthesize it. The reactants are: C[O:2][C:3]([C:5]1[N:6]([CH:10]2[C:19]3[C:14](=[CH:15][CH:16]=[CH:17][CH:18]=3)[C:13](=[O:20])[N:12]([CH3:21])[C:11]2([CH3:23])[CH3:22])[CH:7]=[N:8][CH:9]=1)=O.[H-].[Al+3].[Li+].[H-].[H-].[H-]. (3) Given the product [OH:22][C:19]([C:16]1[CH:17]=[CH:18][C:13]([C:12]([NH:11][C:4]2[CH:3]=[C:2]([N:24]3[CH2:29][CH2:28][O:27][CH2:26][CH2:25]3)[N:7]3[N:8]=[CH:9][CH:10]=[C:6]3[N:5]=2)=[O:23])=[CH:14][CH:15]=1)([CH3:21])[CH3:20], predict the reactants needed to synthesize it. The reactants are: Cl[C:2]1[N:7]2[N:8]=[CH:9][CH:10]=[C:6]2[N:5]=[C:4]([NH:11][C:12](=[O:23])[C:13]2[CH:18]=[CH:17][C:16]([C:19]([OH:22])([CH3:21])[CH3:20])=[CH:15][CH:14]=2)[CH:3]=1.[NH:24]1[CH2:29][CH2:28][O:27][CH2:26][CH2:25]1. (4) Given the product [Cl:1][C:2]1[NH:7][C:6]2=[N:8][CH:9]=[CH:10][C:5]2=[C:4]([NH:13][CH3:12])[N:3]=1, predict the reactants needed to synthesize it. The reactants are: [Cl:1][C:2]1[NH:7][C:6]2=[N:8][CH:9]=[CH:10][C:5]2=[C:4](Cl)[N:3]=1.[CH3:12][NH2:13].